From a dataset of Reaction yield outcomes from USPTO patents with 853,638 reactions. Predict the reaction yield, written as a fraction of the theoretical maximum amount of product (1.0 means a 100% yield; for example, 0.34 means a 34% yield). The reactants are [F:1][C:2]1[CH:9]=[C:8]([I:10])[CH:7]=[CH:6][C:3]=1[CH2:4]Br.O.[C-:12]#[N:13].[Na+]. The catalyst is C(O)C. The product is [F:1][C:2]1[CH:9]=[C:8]([I:10])[CH:7]=[CH:6][C:3]=1[CH2:4][C:12]#[N:13]. The yield is 0.960.